This data is from Reaction yield outcomes from USPTO patents with 853,638 reactions. The task is: Predict the reaction yield, written as a fraction of the theoretical maximum amount of product (1.0 means a 100% yield; for example, 0.34 means a 34% yield). (1) The reactants are [Br:1][C:2]1[C:3]([O:10][CH2:11][CH:12]2[CH2:14][CH2:13]2)=[CH:4][C:5]([O:8]C)=[N:6][CH:7]=1.[Li+].[Cl-].CC1C=CC(S(O)(=O)=O)=CC=1.O. The catalyst is CN(C=O)C.O. The product is [Br:1][C:2]1[C:3]([O:10][CH2:11][CH:12]2[CH2:13][CH2:14]2)=[CH:4][C:5]([OH:8])=[N:6][CH:7]=1. The yield is 0.889. (2) The reactants are [CH3:1][C:2]1[CH:3]=[C:4]([NH2:9])[C:5]([NH2:8])=[N:6][CH:7]=1.[C:10](O)(=[O:14])[C:11](O)=[O:12].Cl. No catalyst specified. The product is [CH3:1][C:2]1[CH:7]=[N:6][C:5]2=[N:8][C:10]([OH:14])=[C:11]([OH:12])[N:9]=[C:4]2[CH:3]=1. The yield is 1.00.